This data is from Forward reaction prediction with 1.9M reactions from USPTO patents (1976-2016). The task is: Predict the product of the given reaction. (1) Given the reactants [Cl:1][C:2]1[N:7]=[C:6](Cl)[C:5]([F:9])=[CH:4][N:3]=1.C(NC(C)C)(C)C.[NH2:17][CH2:18][C:19]([CH3:22])([OH:21])[CH3:20], predict the reaction product. The product is: [Cl:1][C:2]1[N:7]=[C:6]([NH:17][CH2:18][C:19]([CH3:22])([OH:21])[CH3:20])[C:5]([F:9])=[CH:4][N:3]=1. (2) Given the reactants Cl.[Cl:2][CH2:3][CH2:4][CH2:5][NH2:6].[F:7][C:8]1[CH:9]=[C:10]([C:14](=O)[CH3:15])[CH:11]=[CH:12][CH:13]=1.C(=O)([O-])[O-].[Na+].[Na+], predict the reaction product. The product is: [Cl:2][CH2:3][CH2:4][CH2:5][N:6]=[C:14]([C:10]1[CH:11]=[CH:12][CH:13]=[C:8]([F:7])[CH:9]=1)[CH3:15]. (3) Given the reactants [Br:1][C:2]1[N:7]=[C:6]2[C:8]([C:11]([NH:13][C:14]([CH3:17])([CH3:16])[CH3:15])=[O:12])=[CH:9][NH:10][C:5]2=[N:4][CH:3]=1.[C:18]([O:24][CH2:25]Cl)(=[O:23])[C:19]([CH3:22])([CH3:21])[CH3:20].C([O-])([O-])=O.[K+].[K+].O, predict the reaction product. The product is: [C:18]([O:24][CH2:25][N:10]1[C:5]2[C:6](=[N:7][C:2]([Br:1])=[CH:3][N:4]=2)[C:8]([C:11](=[O:12])[NH:13][C:14]([CH3:17])([CH3:16])[CH3:15])=[CH:9]1)(=[O:23])[C:19]([CH3:22])([CH3:21])[CH3:20]. (4) Given the reactants B(Br)(Br)Br.[Cl:5][C:6]1[C:7]([N:13]2[CH2:18][CH2:17][N:16]([C:19]([C:21]3[C:22]([C:27]4[CH:32]=[CH:31][CH:30]=[CH:29][C:28]=4[O:33]C)=[N:23][O:24][C:25]=3[CH3:26])=[O:20])[CH2:15][CH2:14]2)=[N:8][CH:9]=[C:10]([Cl:12])[CH:11]=1.O.C([O-])(O)=O.[Na+], predict the reaction product. The product is: [Cl:5][C:6]1[C:7]([N:13]2[CH2:14][CH2:15][N:16]([C:19]([C:21]3[C:22]([C:27]4[CH:32]=[CH:31][CH:30]=[CH:29][C:28]=4[OH:33])=[N:23][O:24][C:25]=3[CH3:26])=[O:20])[CH2:17][CH2:18]2)=[N:8][CH:9]=[C:10]([Cl:12])[CH:11]=1. (5) Given the reactants [F:1][C:2]([F:12])([F:11])[C:3]1[N:8]=[CH:7][C:6]([CH:9]=[O:10])=[CH:5][N:4]=1.[CH3:13]COCC, predict the reaction product. The product is: [F:12][C:2]([F:1])([F:11])[C:3]1[N:4]=[CH:5][C:6]([CH:9]([OH:10])[CH3:13])=[CH:7][N:8]=1. (6) Given the reactants [CH3:1][C:2]1[C:6]([C:7]2[C:8]([O:29][CH3:30])=[CH:9][C:10]3[C:11]4[N:19]([C@@H:20]([C:22]5[CH:27]=[CH:26][CH:25]=[CH:24][N:23]=5)C)[C:18](=[O:28])[O:17][C:12]=4[CH:13]=[N:14][C:15]=3[CH:16]=2)=[C:5]([CH3:31])[O:4][N:3]=1.N1C=CC=CC=1CO, predict the reaction product. The product is: [CH3:1][C:2]1[C:6]([C:7]2[C:8]([O:29][CH3:30])=[CH:9][C:10]3[C:11]4[N:19]([CH2:20][C:22]5[CH:27]=[CH:26][CH:25]=[CH:24][N:23]=5)[C:18](=[O:28])[O:17][C:12]=4[CH:13]=[N:14][C:15]=3[CH:16]=2)=[C:5]([CH3:31])[O:4][N:3]=1.